Regression/Classification. Given a drug SMILES string, predict its absorption, distribution, metabolism, or excretion properties. Task type varies by dataset: regression for continuous measurements (e.g., permeability, clearance, half-life) or binary classification for categorical outcomes (e.g., BBB penetration, CYP inhibition). Dataset: cyp3a4_substrate_carbonmangels. From a dataset of CYP3A4 substrate classification data from Carbon-Mangels et al.. (1) The compound is CS(C)=O. The result is 0 (non-substrate). (2) The drug is Cc1ccc(O)c([C@@H](CCN(C(C)C)C(C)C)c2ccccc2)c1. The result is 1 (substrate). (3) The drug is Clc1cccc([C@H](c2ccc3nc[nH]c3c2)n2ccnc2)c1. The result is 0 (non-substrate). (4) The drug is CO[C@H]1C[C@H](O[C@@H]2[C@@H](C)C(=O)O[C@H](C)[C@H](C)[C@H](OC(C)=O)[C@@H](C)C(=O)[C@@]3(CO3)C[C@H](C)[C@H](O[C@@H]3O[C@H](C)C[C@H](N(C)C)[C@H]3OC(C)=O)[C@H]2C)O[C@@H](C)[C@@H]1OC(C)=O. The result is 1 (substrate). (5) The molecule is COC(=O)C1=C(C)NC(C)=C(C(=O)OC(C)(C)CN(C)CCC(c2ccccc2)c2ccccc2)[C@H]1c1cccc([N+](=O)[O-])c1. The result is 1 (substrate). (6) The molecule is CC/C(=C(\CC)c1ccc(O)cc1)c1ccc(O)cc1. The result is 1 (substrate). (7) The result is 0 (non-substrate). The molecule is CCCCC1=NC2(CCCC2)C(=O)N1Cc1ccc(-c2ccccc2-c2nnn[nH]2)cc1.